Task: Binary Classification. Given a miRNA mature sequence and a target amino acid sequence, predict their likelihood of interaction.. Dataset: Experimentally validated miRNA-target interactions with 360,000+ pairs, plus equal number of negative samples (1) The miRNA is hsa-miR-1827 with sequence UGAGGCAGUAGAUUGAAU. Result: 1 (interaction). The protein sequence of the target gene is MLPTQAGAAAALGRGSALGGSLNRTPTGRPGGGGGTRGANGGRVPGNGAGLGPGRLEREAAAAAATTPAPTAGALYSGSEGDSESGEEEELGAERRGLKRSLSEMEIGMVVGGPEASAAATGGYGPVSGAVSGAKPGKKTRGRVKIKMEFIDNKLRRYTTFSKRKTGIMKKAYELSTLTGTQVLLLVASETGHVYTFATRKLQPMITSETGKALIQTCLNSPDSPPRSDPTTDQRMSATGFEETDLTYQVSESDSSGETKDTLKPAFTVTNLPGTTSTIQTAPSTSTTMQVSSGPSFPIT.... (2) Result: 0 (no interaction). The protein sequence of the target gene is MFSAWDRRERPPEEGAAAGLQGFGVDKTFLSSLKGILLETELALTFIIFICFTASISAYMAAALLEFLITLAFLFLCATQYYQRFDRLNWPCLDFLRCLSAIVIFLVVSFAAVTSREGAAIAAFVFGIILVSVFAYDAFKIYRTELMPSTTEGDQQ. The miRNA is hsa-miR-939-5p with sequence UGGGGAGCUGAGGCUCUGGGGGUG. (3) The miRNA is hsa-miR-191-5p with sequence CAACGGAAUCCCAAAAGCAGCUG. The protein sequence of the target gene is MQRLVAWDPACLPLPPPPPAFKSMEVANFYYEADCLAAAYGGKAAPAAPPAARPGPRPPAGELGSIGDHERAIDFSPYLEPLGAPQAPAPATATDTFEAAPPAPAPAPASSGQHHDFLSDLFSDDYGGKNCKKPAEYGYVSLGRLGAAKGALHPGCFAPLHPPPPPPPPPAELKAEPGFEPADCKRKEEAGAPGGGAGMAAGFPYALRAYLGYQAVPSGSSGSLSTSSSSSPPGTPSPADAKAPPTACYAGAAPAPSQVKSKAKKTVDKHSDEYKIRRERNNIAVRKSRDKAKMRNLETQ.... Result: 1 (interaction). (4) The miRNA is hsa-miR-937-3p with sequence AUCCGCGCUCUGACUCUCUGCC. The protein sequence of the target gene is MADGKGDAAAVAGAGAEAPAVAGAGDGVETESMVRGHRPVSPAPGASGLRPCLWQLETELREQEVSEVSSLNYCRSFCQTLLQYASNKNASEHIVYLLEVYRLAIQSFASARPYLTTECEDVLLVLGRLVLSCFELLLSVSESELPCEVWLPFLQSLQESHDALLEFGNNNLQILVHVTKEGVWKNPVLLKILSQQPVETEEVNKLIAQEGPSFLQMRIKHLLKSNCIPQATALSKLCAESKEISNVSSFQQAYITCLCSMLPNEDAIKEIAKVDCKEVLDIICNLESEGQDNTAFVLCT.... Result: 0 (no interaction). (5) The miRNA is hsa-miR-16-5p with sequence UAGCAGCACGUAAAUAUUGGCG. The protein sequence of the target gene is MKAAYTAYRCLTKDLEGCAMNPELTMESLGTLHGPAGGGSGGGGGGGGGGGGGGPGHEQELLASPSPHHAGRGAAGSLRGPPPPPTAHQELGTAAAAAAAASRSAMVTSMASILDGGDYRPELSIPLHHAMSMSCDSSPPGMGMSNTYTTLTPLQPLPPISTVSDKFHHPHPHHHPHHHHHHHHQRLSGNVSGSFTLMRDERGLPAMNNLYSPYKEMPGMSQSLSPLAATPLGNGLGGLHNAQQSLPNYGPPGHDKMLSPNFDAHHTAMLTRGEQHLSRGLGTPPAAMMSHLNGLHHPGH.... Result: 1 (interaction). (6) The miRNA is hsa-miR-423-3p with sequence AGCUCGGUCUGAGGCCCCUCAGU. The protein sequence of the target gene is MTVFRQENVDDYYDTGEELGSGQFAVVKKCREKSTGLQYAAKFIKKRRTKSSRRGVSREDIEREVSILKEIQHPNVITLHEVYENKTDVILILELVAGGELFDFLAEKESLTEEEATEFLKQILNGVYYLHSLQIAHFDLKPENIMLLDRNVPKPRIKIIDFGLAHKIDFGNEFKNIFGTPEFVAPEIVNYEPLGLEADMWSIGVITYILLSGASPFLGDTKQETLANVSAVNYEFEDEYFSNTSALAKDFIRRLLVKDPKKRMTIQDSLQHPWIKPKDTQQALSRKASAVNMEKFKKFA.... Result: 0 (no interaction). (7) The miRNA is hsa-miR-6895-5p with sequence CAGGGCCAGGCACAGAGUAAG. The protein sequence of the target gene is MSYIPGQPVTAVVQRVEIHKLRQGENLILGFSIGGGIDQDPSQNPFSEDKTDKGIYVTRVSEGGPAEIAGLQIGDKIMQVNGWDMTMVTHDQARKRLTKRSEEVVRLLVTRQSLQKAVQQSMLS. Result: 0 (no interaction). (8) The miRNA is mmu-miR-7054-5p with sequence UAGGAAGGUGGUUGGGCUGAGUACU. The protein sequence of the target gene is MDHSNREKDDRQRTTKTMAQRNTHCSRPSGTSTSSGVLMVGPNFRVGKKIGCGNFGELRLGKNLYTNEYVAIKLEPIKSRAPQLHLEYRFYKQLGSAGEGLPQVYYFGPCGKYNAMVLELLGPSLEDLFDLCDRTFTLKTVLMIAIQLLSRMEYVHSKNLIYRDVKPENFLIGRQGNKKEHVIHIIDFGLAKEYVDPETKKHIPYREHKSLTGTARYMSINTHLGKEQSRRDDLEALGHMFMYFLRGSLPWQGLKADTLKERYQKIGDTKRNTPIEALCENFPEEMATYLRYVRRLDFFE.... Result: 0 (no interaction). (9) The miRNA is hsa-miR-6864-3p with sequence GUGAGACUUCUCUCCCUUCAG. The protein sequence of the target gene is MAEASAAGADSGAAVAAHRFFCHFCKGEVSPKLPEYICPRCESGFIEEVTDDSSFLGGGGSRIDNTTTTHFAELWGHLDHTMFFQDFRPFLSSSPLDQDNRANERGHQTHTDFWGARPPRLPLGRRYRSRGSSRPDRSPAIEGILQHIFAGFFANSAIPGSPHPFSWSGMLHSNPGDYAWGQTGLDAIVTQLLGQLENTGPPPADKEKITSLPTVTVTQEQVDMGLECPVCKEDYTVEEEVRQLPCNHFFHSSCIVPWLELHDTCPVCRKSLNGEDSTRQSQSTEASASNRFSNDSQLHD.... Result: 1 (interaction). (10) The miRNA is hsa-miR-8083 with sequence CAGGACUUGACGGCUGCAACU. The protein sequence of the target gene is MFRTAVMMAASLALTGAVVAHAYYLKHQFYPTVVYLTKSSPSMAVLYIQAFVLVFLLGKVMGKVFFGQLRAAEMEHLLERSWYAVTETCLAFTVFRDDFSPRFVALFTLLLFLKCFHWLAEDRVDFMERSPNISWLFHCRIVSLMFLLGILDFLFVSHAYHSILTRGASVQLVFGFEYAILMTMVLTIFIKYVLHSVDLQSENPWDNKAVYMLYTELFTGFIKVLLYMAFMTIMIKVHTFPLFAIRPMYLAMRQFKKAVTDAIMSRRAIRNMNTLYPDATPEELQAMDNVCIICREEMVT.... Result: 0 (no interaction).